This data is from Catalyst prediction with 721,799 reactions and 888 catalyst types from USPTO. The task is: Predict which catalyst facilitates the given reaction. (1) Reactant: [F:1][C:2]([F:7])([F:6])[C:3](O)=[O:4].[CH3:8][N:9]1[CH2:14][CH2:13][N:12]([C:15]2[N:20]=[CH:19][C:18]([C:21]3[S:22][C:23]4[CH:29]=[C:28]([NH2:30])[CH:27]=[CH:26][C:24]=4[N:25]=3)=[CH:17][CH:16]=2)[CH2:11][CH2:10]1.ClC(OCC)=O.C(N(C(C)C)CC)(C)C.C(Cl)Cl. Product: [F:1][C:2]([F:7])([F:6])[C:3]([NH:30][C:28]1[CH:27]=[CH:26][C:24]2[N:25]=[C:21]([C:18]3[CH:19]=[N:20][C:15]([N:12]4[CH2:11][CH2:10][N:9]([CH3:8])[CH2:14][CH2:13]4)=[CH:16][CH:17]=3)[S:22][C:23]=2[CH:29]=1)=[O:4]. The catalyst class is: 168. (2) Reactant: Cl.[NH2:2][CH:3]([C:9]([O:11][CH2:12][CH3:13])=[O:10])[C:4]([O:6][CH2:7][CH3:8])=[O:5].[F:14][C:15]([F:25])([F:24])[C:16]1[C:20]([C:21](O)=[O:22])=[CH:19][S:18][CH:17]=1.C(N(CC)CC)C.O=C1N(P(Cl)(N2CCOC2=O)=O)CCO1. Product: [F:24][C:15]([F:14])([F:25])[C:16]1[C:20]([C:21]([NH:2][CH:3]([C:4]([O:6][CH2:7][CH3:8])=[O:5])[C:9]([O:11][CH2:12][CH3:13])=[O:10])=[O:22])=[CH:19][S:18][CH:17]=1. The catalyst class is: 168. (3) Reactant: [C:1]1(=O)[CH2:6][CH2:5][CH2:4][CH2:3][CH2:2]1.[NH2:8][C:9]1[CH:14]=[CH:13][CH:12]=[CH:11][CH:10]=1.C(O)C.[OH-].[Na+]. Product: [C:1]1([C:12]2[CH:13]=[CH:14][C:9]([NH2:8])=[CH:10][CH:11]=2)[CH2:6][CH2:5][CH2:4][CH2:3][CH:2]=1.[NH2:8][C:9]1[CH:14]=[CH:13][CH:12]=[CH:11][CH:10]=1. The catalyst class is: 601. (4) Reactant: Br[C:2]1[CH:7]=[CH:6][C:5]([CH:8]([NH:10][C:11](=[O:13])[CH3:12])[CH3:9])=[CH:4][CH:3]=1.CNCCNC.[Na+].[I-:21]. Product: [I:21][C:2]1[CH:7]=[CH:6][C:5]([CH:8]([NH:10][C:11](=[O:13])[CH3:12])[CH3:9])=[CH:4][CH:3]=1. The catalyst class is: 185. (5) The catalyst class is: 15. Product: [C:15]([N:14]1[C:11]2[CH:12]=[CH:13][C:8]([C:5]3[CH:4]=[N:3][C:2]([NH2:1])=[N:7][CH:6]=3)=[CH:9][C:10]=2[N:19]=[C:27]1[C:26]1[CH:29]=[C:22]([O:21][CH3:20])[CH:23]=[CH:24][C:25]=1[C:30]1[S:34][N:33]=[C:32]([CH3:35])[N:31]=1)([CH3:16])([CH3:18])[CH3:17]. Reactant: [NH2:1][C:2]1[N:7]=[CH:6][C:5]([C:8]2[CH:9]=[C:10]([NH2:19])[C:11]([NH:14][C:15]([CH3:18])([CH3:17])[CH3:16])=[CH:12][CH:13]=2)=[CH:4][N:3]=1.[CH3:20][O:21][C:22]1[CH:23]=[CH:24][C:25]([C:30]2[S:34][N:33]=[C:32]([CH3:35])[N:31]=2)=[C:26]([CH:29]=1)[CH:27]=O.O.C([O-])(O)=O.[Na+]. (6) Reactant: [Cl:1][C:2]1[CH:7]=[CH:6][C:5]([S:8]([CH2:11][C:12]2[C:17]([F:18])=[C:16]([F:19])[CH:15]=[CH:14][C:13]=2[F:20])(=[O:10])=[O:9])=[CH:4][CH:3]=1.C([Li])CCC.[CH2:26]1[O:29][CH:27]1[CH3:28]. Product: [Cl:1][C:2]1[CH:3]=[CH:4][C:5]([S:8]([CH:11]([C:12]2[C:13]([F:20])=[CH:14][CH:15]=[C:16]([F:19])[C:17]=2[F:18])[CH2:26][CH:27]([OH:29])[CH3:28])(=[O:10])=[O:9])=[CH:6][CH:7]=1. The catalyst class is: 1. (7) Reactant: [H-].[Na+].[C:3]([O:11][CH2:12][CH3:13])(=[O:10])[CH2:4][C:5]([O:7][CH2:8][CH3:9])=[O:6].[Br:14][C:15]1[CH:16]=[C:17]([N+:22]([O-:24])=[O:23])[C:18](Cl)=[N:19][CH:20]=1. Product: [Br:14][C:15]1[CH:16]=[C:17]([N+:22]([O-:24])=[O:23])[C:18]([CH:4]([C:5]([O:7][CH2:8][CH3:9])=[O:6])[C:3]([O:11][CH2:12][CH3:13])=[O:10])=[N:19][CH:20]=1. The catalyst class is: 3.